From a dataset of Forward reaction prediction with 1.9M reactions from USPTO patents (1976-2016). Predict the product of the given reaction. (1) Given the reactants [CH2:1]([NH:3][C:4]1[CH:11]=[CH:10][C:7]([C:8]#[N:9])=[CH:6][C:5]=1[N:12]=[C:13]1[N:17]([CH2:18][C:19]2[CH:24]=[CH:23][CH:22]=[C:21]([O:25]C)[CH:20]=2)[C:16](=[O:27])[C:15](=[C:28]2[N:32]([CH3:33])[C:31]3[CH:34]=[CH:35][CH:36]=[CH:37][C:30]=3[S:29]2)[S:14]1)[CH3:2].B(Br)(Br)Br, predict the reaction product. The product is: [CH2:1]([NH:3][C:4]1[CH:11]=[CH:10][C:7]([C:8]#[N:9])=[CH:6][C:5]=1[N:12]=[C:13]1[N:17]([CH2:18][C:19]2[CH:24]=[CH:23][CH:22]=[C:21]([OH:25])[CH:20]=2)[C:16](=[O:27])[C:15](=[C:28]2[N:32]([CH3:33])[C:31]3[CH:34]=[CH:35][CH:36]=[CH:37][C:30]=3[S:29]2)[S:14]1)[CH3:2]. (2) Given the reactants [Si]([O:8][CH2:9][C:10]([NH:12][C:13]([C:15]1[C:16]2[O:34][CH:33]=[CH:32][C:17]=2[C:18](=[O:31])[N:19]([CH3:30])[C:20]=1[NH:21][C:22]1[CH:27]=[CH:26][C:25]([I:28])=[CH:24][C:23]=1[F:29])=[O:14])=[O:11])(C(C)(C)C)(C)C.Cl, predict the reaction product. The product is: [F:29][C:23]1[CH:24]=[C:25]([I:28])[CH:26]=[CH:27][C:22]=1[NH:21][C:20]1[N:19]([CH3:30])[C:18](=[O:31])[C:17]2[CH:32]=[CH:33][O:34][C:16]=2[C:15]=1[C:13]([NH:12][C:10](=[O:11])[CH2:9][OH:8])=[O:14]. (3) The product is: [NH2:1][C:2]1[C:7]([C:8]([C:10]2[CH:15]=[C:14]([F:16])[CH:13]=[CH:12][C:11]=2[O:17][CH:18]([CH3:19])[CH3:20])=[O:9])=[CH:6][N:5]=[C:4]([NH:42][CH:39]2[CH2:40][CH2:41][N:36]([S:33]([CH3:32])(=[O:35])=[O:34])[CH2:37][CH2:38]2)[N:3]=1. Given the reactants [NH2:1][C:2]1[C:7]([C:8]([C:10]2[CH:15]=[C:14]([F:16])[CH:13]=[CH:12][C:11]=2[O:17][CH:18]([CH3:20])[CH3:19])=[O:9])=[CH:6][N:5]=[C:4](S(CC)=O)[N:3]=1.FC(F)(F)C(O)=O.[CH3:32][S:33]([N:36]1[CH2:41][CH2:40][CH:39]([NH2:42])[CH2:38][CH2:37]1)(=[O:35])=[O:34], predict the reaction product. (4) Given the reactants [CH2:1]([O:8][C:9]1[CH:16]=[CH:15][C:12]([CH:13]=[O:14])=[C:11]([OH:17])[CH:10]=1)[C:2]1[CH:7]=[CH:6][CH:5]=[CH:4][CH:3]=1.C(N(C(C)C)CC)(C)C.[CH3:27][O:28][CH2:29]Cl.O, predict the reaction product. The product is: [CH2:1]([O:8][C:9]1[CH:16]=[CH:15][C:12]([CH:13]=[O:14])=[C:11]([O:17][CH2:27][O:28][CH3:29])[CH:10]=1)[C:2]1[CH:3]=[CH:4][CH:5]=[CH:6][CH:7]=1. (5) Given the reactants [Cl:1][C:2]1[CH:7]=[C:6]([O:8][CH3:9])[CH:5]=[CH:4][C:3]=1[NH:10][C:11](=O)[C:12]1[CH:17]=[CH:16][C:15]([O:18][CH3:19])=[CH:14][CH:13]=1.COC1C=CC(P2(SP(C3C=CC(OC)=CC=3)(=S)S2)=[S:30])=CC=1, predict the reaction product. The product is: [Cl:1][C:2]1[CH:7]=[C:6]([O:8][CH3:9])[CH:5]=[CH:4][C:3]=1[NH:10][C:11](=[S:30])[C:12]1[CH:17]=[CH:16][C:15]([O:18][CH3:19])=[CH:14][CH:13]=1. (6) Given the reactants [C:1]([O:5][C:6](=[O:21])[CH2:7][C@@H:8]([CH2:17][N:18]=[N+]=[N-])[CH2:9][C@H:10]([CH3:16])[CH2:11][CH2:12][CH2:13][CH2:14][CH3:15])([CH3:4])([CH3:3])[CH3:2].[H][H], predict the reaction product. The product is: [C:1]([O:5][C:6](=[O:21])[CH2:7][C@@H:8]([CH2:17][NH2:18])[CH2:9][C@H:10]([CH3:16])[CH2:11][CH2:12][CH2:13][CH2:14][CH3:15])([CH3:2])([CH3:4])[CH3:3].